Predict the product of the given reaction. From a dataset of Forward reaction prediction with 1.9M reactions from USPTO patents (1976-2016). (1) Given the reactants [CH:1]([N-]C(C)C)(C)C.[Li+].[Si:9]([O:16][C:17]1[CH:22]=[CH:21][C:20]([CH:23]([CH:28]2[CH2:32][CH2:31][CH2:30][CH2:29]2)[C:24]([O:26][CH3:27])=[O:25])=[CH:19][CH:18]=1)([C:12]([CH3:15])([CH3:14])[CH3:13])([CH3:11])[CH3:10].IC.O, predict the reaction product. The product is: [Si:9]([O:16][C:17]1[CH:18]=[CH:19][C:20]([C:23]([CH:28]2[CH2:32][CH2:31][CH2:30][CH2:29]2)([CH3:1])[C:24]([O:26][CH3:27])=[O:25])=[CH:21][CH:22]=1)([C:12]([CH3:14])([CH3:15])[CH3:13])([CH3:11])[CH3:10]. (2) Given the reactants [C:1]([NH:5]/[N:6]=[CH:7]/[CH2:8][C:9]1[C:14]([CH3:15])=[CH:13][C:12]([CH3:16])=[CH:11][C:10]=1[CH3:17])([CH3:4])([CH3:3])[CH3:2].C([C:20]#[C:21][C:22]([O-:24])=[O:23])C.[C:25](#N)[CH3:26], predict the reaction product. The product is: [C:1]([N:5]1[CH:20]=[C:21]([C:22]([O:24][CH2:25][CH3:26])=[O:23])[C:7]([CH2:8][C:9]2[C:10]([CH3:17])=[CH:11][C:12]([CH3:16])=[CH:13][C:14]=2[CH3:15])=[N:6]1)([CH3:4])([CH3:3])[CH3:2]. (3) Given the reactants [CH2:1]([N:8]1[CH2:13][CH2:12][NH:11][CH2:10][CH2:9]1)[C:2]1[CH:7]=[CH:6][CH:5]=[CH:4][CH:3]=1.Br[CH2:15][C:16]#[N:17], predict the reaction product. The product is: [CH2:1]([N:8]1[CH2:13][CH2:12][N:11]([CH2:15][C:16]#[N:17])[CH2:10][CH2:9]1)[C:2]1[CH:3]=[CH:4][CH:5]=[CH:6][CH:7]=1. (4) Given the reactants [NH:1]1[C:11]2[C:6](=[CH:7][CH:8]=[CH:9][CH:10]=2)[C:4](=[O:5])[C:2]1=[O:3].[C:12]1(B(O)O)[CH:17]=[CH:16][CH:15]=[CH:14][CH:13]=1.C(=O)(O)[O-].[Na+].IC1C=CC=C2C=1NC(=O)C2=O, predict the reaction product. The product is: [C:12]1([C:10]2[CH:9]=[CH:8][CH:7]=[C:6]3[C:11]=2[NH:1][C:2](=[O:3])[C:4]3=[O:5])[CH:17]=[CH:16][CH:15]=[CH:14][CH:13]=1. (5) Given the reactants [CH2:1]([S:4]([O:7][C:8]1[CH:13]=[CH:12][C:11]([C:14]2([C:22]3[CH:27]=[CH:26][CH:25]=[C:24](Br)[CH:23]=3)[C:18](=[O:19])[N:17]([CH3:20])[C:16]([NH2:21])=[N:15]2)=[CH:10][CH:9]=1)(=[O:6])=[O:5])[CH2:2][CH3:3].[CH3:29][S:30]([O:33][C:34]1[CH:39]=[C:38](B2OC(C)(C)C(C)(C)O2)[CH:37]=[C:36]([O:49][CH3:50])[CH:35]=1)(=[O:32])=[O:31].C(=O)([O-])[O-].[K+].[K+], predict the reaction product. The product is: [CH2:1]([S:4]([O:7][C:8]1[CH:13]=[CH:12][C:11]([C:14]2([C:22]3[CH:23]=[C:24]([C:38]4[CH:39]=[C:34]([O:33][S:30]([CH3:29])(=[O:32])=[O:31])[CH:35]=[C:36]([O:49][CH3:50])[CH:37]=4)[CH:25]=[CH:26][CH:27]=3)[C:18](=[O:19])[N:17]([CH3:20])[C:16]([NH2:21])=[N:15]2)=[CH:10][CH:9]=1)(=[O:6])=[O:5])[CH2:2][CH3:3]. (6) Given the reactants Cl[C:2]1[N:11]=[C:10]([NH:12][CH2:13][CH:14]([C:21]2[CH:26]=[CH:25][CH:24]=[CH:23][CH:22]=2)[C:15]2[CH:20]=[CH:19][CH:18]=[CH:17][CH:16]=2)[C:9]2[C:4](=[CH:5][CH:6]=[CH:7][CH:8]=2)[N:3]=1.[CH3:27][N:28]1[C:36]2[C:31](=[CH:32][C:33](B(O)O)=[CH:34][CH:35]=2)[CH:30]=[CH:29]1.C(NC1C2C(=CC=CC=2)N=C(C2SC3C=CC=CC=3C=2)N=1)(C1C=CC=CC=1)C1C=CC=CC=1, predict the reaction product. The product is: [C:15]1([CH:14]([C:21]2[CH:26]=[CH:25][CH:24]=[CH:23][CH:22]=2)[CH2:13][NH:12][C:10]2[C:9]3[C:4](=[CH:5][CH:6]=[CH:7][CH:8]=3)[N:3]=[C:2]([C:33]3[CH:32]=[C:31]4[C:36](=[CH:35][CH:34]=3)[N:28]([CH3:27])[CH:29]=[CH:30]4)[N:11]=2)[CH:20]=[CH:19][CH:18]=[CH:17][CH:16]=1.